Dataset: Catalyst prediction with 721,799 reactions and 888 catalyst types from USPTO. Task: Predict which catalyst facilitates the given reaction. (1) Reactant: [C:1]1([CH2:7][NH:8][C:9]2[C:18]3[C:13](=[CH:14][CH:15]=[CH:16][CH:17]=3)[N:12]=[C:11](Cl)[N:10]=2)[CH:6]=[CH:5][CH:4]=[CH:3][CH:2]=1.[NH:20]1[CH:24]=[CH:23][N:22]=[CH:21]1.C1(O)C=CC=CC=1. Product: [C:1]1([CH2:7][NH:8][C:9]2[C:18]3[C:13](=[CH:14][CH:15]=[CH:16][CH:17]=3)[N:12]=[C:11]([N:20]3[CH:24]=[CH:23][N:22]=[CH:21]3)[N:10]=2)[CH:6]=[CH:5][CH:4]=[CH:3][CH:2]=1. The catalyst class is: 22. (2) Reactant: C(=O)([O-])[O-].[Cs+].[Cs+].[Cl:7][C:8]1[CH:13]=[C:12]([F:14])[CH:11]=[C:10]([Cl:15])[C:9]=1[OH:16].Br[CH2:18][CH2:19][C:20]([F:23])([F:22])[F:21].CCOCC. Product: [Cl:7][C:8]1[CH:13]=[C:12]([F:14])[CH:11]=[C:10]([Cl:15])[C:9]=1[O:16][CH2:18][CH2:19][C:20]([F:23])([F:22])[F:21]. The catalyst class is: 163. (3) Reactant: [NH2:1][C:2]1[CH:3]=[C:4]([OH:8])[CH:5]=[CH:6][CH:7]=1.[CH3:9][S:10](Cl)(=[O:12])=[O:11]. Product: [OH:8][C:4]1[CH:3]=[C:2]([NH:1][S:10]([CH3:9])(=[O:12])=[O:11])[CH:7]=[CH:6][CH:5]=1. The catalyst class is: 17. (4) Reactant: C([N:5]1[C@H:9]([CH2:10][F:11])[C@@H:8]([C:12]2[CH:17]=[CH:16][C:15]([S:18]([CH3:21])(=[O:20])=[O:19])=[CH:14][CH:13]=2)[O:7]C1(C)C)(=O)CC.Cl.[OH-].[Na+]. Product: [CH3:21][S:18]([C:15]1[CH:14]=[CH:13][C:12]([C@@H:8]([OH:7])[C@H:9]([NH2:5])[CH2:10][F:11])=[CH:17][CH:16]=1)(=[O:20])=[O:19]. The catalyst class is: 34. (5) Reactant: [Br:1][C:2]1[C:3]([CH3:15])=[CH:4][C:5]([N+:12]([O-:14])=[O:13])=[C:6]([NH:8]C(=O)C)[CH:7]=1.Cl.C([O-])(O)=O.[Na+]. Product: [Br:1][C:2]1[C:3]([CH3:15])=[CH:4][C:5]([N+:12]([O-:14])=[O:13])=[C:6]([CH:7]=1)[NH2:8]. The catalyst class is: 5. (6) Reactant: [NH:1]1[C:9]2[C:4](=[CH:5][C:6]([NH:10][C:11]([C:13]3[O:17][C:16]([N:18]4[CH2:23][CH2:22][CH2:21][CH:20]([CH3:24])[CH2:19]4)=[N:15][C:14]=3[C:25]([F:28])([F:27])[F:26])=[O:12])=[CH:7][CH:8]=2)[CH:3]=[CH:2]1.[Cl:29][C:30]1[CH:35]=[CH:34][CH:33]=[C:32]([Cl:36])[C:31]=1[N:37]=[C:38]=[O:39].C(=O)([O-])[O-].[K+].[K+]. Product: [Cl:29][C:30]1[CH:35]=[CH:34][CH:33]=[C:32]([Cl:36])[C:31]=1[NH:37][C:38]([N:1]1[C:9]2[C:4](=[CH:5][C:6]([NH:10][C:11]([C:13]3[O:17][C:16]([N:18]4[CH2:23][CH2:22][CH2:21][CH:20]([CH3:24])[CH2:19]4)=[N:15][C:14]=3[C:25]([F:27])([F:28])[F:26])=[O:12])=[CH:7][CH:8]=2)[CH:3]=[CH:2]1)=[O:39]. The catalyst class is: 3. (7) Reactant: [NH:1]1[CH2:6][CH:5]=[C:4]([C:7]2[C:8]3[O:15][C:14]([CH:16]=[O:17])=[CH:13][C:9]=3[CH:10]=[N:11][CH:12]=2)[CH2:3][CH2:2]1.C(N(CC)CC)C.[CH3:25][N:26]([CH3:31])[S:27](Cl)(=[O:29])=[O:28].C(=O)(O)[O-].[Na+]. Product: [CH:16]([C:14]1[O:15][C:8]2[C:7]([C:4]3[CH2:3][CH2:2][N:1]([S:27]([N:26]([CH3:31])[CH3:25])(=[O:29])=[O:28])[CH2:6][CH:5]=3)=[CH:12][N:11]=[CH:10][C:9]=2[CH:13]=1)=[O:17]. The catalyst class is: 7. (8) Reactant: [CH3:1][C@H:2]([NH2:10])[CH2:3][C:4]1[CH:9]=[CH:8][CH:7]=[CH:6][CH:5]=1.[CH3:1][C@H:2]([NH2:10])[CH2:3][C:4]1[CH:9]=[CH:8][CH:7]=[CH:6][CH:5]=1.OS(O)(=O)=O. Product: [CH3:1][C@H:2]([NH2:10])[CH2:3][C:4]1[CH:5]=[CH:6][CH:7]=[CH:8][CH:9]=1. The catalyst class is: 6. (9) Reactant: [OH:1][C:2]1[CH:3]=[C:4]([CH2:8][CH2:9][CH2:10][NH:11][C:12]2[N:17]=[C:16]([CH3:18])[C:15]([C:19]([NH:21][C@@H:22]([CH2:26][NH:27][C:28]([C:30]3[S:31][CH:32]=[CH:33][CH:34]=3)=[O:29])[C:23]([OH:25])=[O:24])=[O:20])=[C:14]([CH3:35])[N:13]=2)[CH:5]=[CH:6][CH:7]=1.Cl[CH2:37][C:38]([N:40]([CH3:42])[CH3:41])=[O:39].[I-].[Na+].C(N(CC)CC)C. Product: [CH3:41][N:40]([CH3:42])[C:38]([CH2:37][O:24][C:23](=[O:25])[C@@H:22]([NH:21][C:19]([C:15]1[C:16]([CH3:18])=[N:17][C:12]([NH:11][CH2:10][CH2:9][CH2:8][C:4]2[CH:5]=[CH:6][CH:7]=[C:2]([OH:1])[CH:3]=2)=[N:13][C:14]=1[CH3:35])=[O:20])[CH2:26][NH:27][C:28]([C:30]1[S:31][CH:32]=[CH:33][CH:34]=1)=[O:29])=[O:39]. The catalyst class is: 31. (10) Reactant: C(Cl)(=O)C(Cl)=O.CS(C)=O.[I:11][C:12]1[C:16]([CH2:17][OH:18])=[CH:15][N:14]([CH:19]2[CH2:24][CH2:23][CH2:22][CH2:21][O:20]2)[N:13]=1.C(N(CC)CC)C. Product: [I:11][C:12]1[C:16]([CH:17]=[O:18])=[CH:15][N:14]([CH:19]2[CH2:24][CH2:23][CH2:22][CH2:21][O:20]2)[N:13]=1. The catalyst class is: 4.